This data is from Forward reaction prediction with 1.9M reactions from USPTO patents (1976-2016). The task is: Predict the product of the given reaction. (1) The product is: [CH3:1][C@H:2]([NH:7][C:8]([C:10]1[C:18]2[C:13](=[N:14][CH:15]=[C:16]([C:19]3[S:20][C:21]([C:24](=[O:32])[NH:25][C@H:26]([CH3:31])[C:27]([CH3:30])([CH3:29])[CH3:28])=[CH:22][CH:23]=3)[N:17]=2)[NH:12][CH:11]=1)=[O:9])[C:3]([CH3:6])([CH3:5])[CH3:4]. Given the reactants [CH3:1][C@H:2]([NH:7][C:8]([C:10]1[C:18]2[C:13](=[N:14][CH:15]=[C:16]([C:19]3[S:20][C:21]([C:24](=[O:32])[NH:25][C@H:26]([CH3:31])[C:27]([CH3:30])([CH3:29])[CH3:28])=[CH:22][CH:23]=3)[N:17]=2)[N:12](COCC[Si](C)(C)C)[CH:11]=1)=[O:9])[C:3]([CH3:6])([CH3:5])[CH3:4], predict the reaction product. (2) Given the reactants [Cl:1][C:2]1[CH:7]=[CH:6][C:5]([OH:8])=[CH:4][CH:3]=1.CI.[C:11](=O)([O-])[O-].[K+].[K+], predict the reaction product. The product is: [Cl:1][C:2]1[CH:7]=[CH:6][C:5]([O:8][CH3:11])=[CH:4][CH:3]=1. (3) Given the reactants [C:1]([O:5][C:6]([NH:8][C@@H:9]1[CH2:13][CH2:12][C@H:11]([C:14]([OH:16])=O)[CH2:10]1)=[O:7])([CH3:4])([CH3:3])[CH3:2].[NH2:17][C:18]1[CH:27]=[CH:26][C:25]2[C:20](=[CH:21][CH:22]=[CH:23][CH:24]=2)[N:19]=1.CCN=C=NCCCN(C)C.C1C=CC2N(O)N=NC=2C=1.C(N(C(C)C)CC)(C)C, predict the reaction product. The product is: [C:1]([O:5][C:6](=[O:7])[NH:8][C@H:9]1[CH2:13][CH2:12][C@@H:11]([C:14](=[O:16])[NH:17][C:18]2[CH:27]=[CH:26][C:25]3[C:20](=[CH:21][CH:22]=[CH:23][CH:24]=3)[N:19]=2)[CH2:10]1)([CH3:2])([CH3:3])[CH3:4]. (4) Given the reactants [CH2:1]([O:8][C:9]1[C:10]([O:20][CH3:21])=[CH:11][C:12]([N+:17]([O-])=O)=[C:13]([CH:16]=1)[CH:14]=[O:15])[C:2]1[CH:7]=[CH:6][CH:5]=[CH:4][CH:3]=1.Cl, predict the reaction product. The product is: [NH2:17][C:12]1[CH:11]=[C:10]([O:20][CH3:21])[C:9]([O:8][CH2:1][C:2]2[CH:7]=[CH:6][CH:5]=[CH:4][CH:3]=2)=[CH:16][C:13]=1[CH:14]=[O:15]. (5) Given the reactants [OH:1][C:2]1[N:6]([C:7]2[CH:12]=[C:11]([C:13]#[N:14])[CH:10]=[CH:9][N:8]=2)[N:5]=[CH:4][CH:3]=1.[Cl:15][C:16]1[CH:17]=[C:18]([CH2:22]O)[CH:19]=[CH:20][CH:21]=1, predict the reaction product. The product is: [Cl:15][C:16]1[CH:17]=[C:18]([CH:19]=[CH:20][CH:21]=1)[CH2:22][O:1][C:2]1[N:6]([C:7]2[CH:12]=[C:11]([C:13]#[N:14])[CH:10]=[CH:9][N:8]=2)[N:5]=[CH:4][CH:3]=1.